Regression. Given two drug SMILES strings and cell line genomic features, predict the synergy score measuring deviation from expected non-interaction effect. From a dataset of NCI-60 drug combinations with 297,098 pairs across 59 cell lines. (1) Drug 2: CC=C1C(=O)NC(C(=O)OC2CC(=O)NC(C(=O)NC(CSSCCC=C2)C(=O)N1)C(C)C)C(C)C. Synergy scores: CSS=11.3, Synergy_ZIP=4.09, Synergy_Bliss=-0.488, Synergy_Loewe=-55.0, Synergy_HSA=-12.2. Drug 1: C1=CC(=CC=C1C#N)C(C2=CC=C(C=C2)C#N)N3C=NC=N3. Cell line: OVCAR-8. (2) Drug 1: C1CCN(CC1)CCOC2=CC=C(C=C2)C(=O)C3=C(SC4=C3C=CC(=C4)O)C5=CC=C(C=C5)O. Drug 2: C1CC(C1)(C(=O)O)C(=O)O.[NH2-].[NH2-].[Pt+2]. Cell line: SK-MEL-28. Synergy scores: CSS=13.5, Synergy_ZIP=4.38, Synergy_Bliss=9.18, Synergy_Loewe=4.29, Synergy_HSA=3.58. (3) Synergy scores: CSS=22.2, Synergy_ZIP=-7.07, Synergy_Bliss=-1.49, Synergy_Loewe=-25.4, Synergy_HSA=0.231. Drug 2: CC1=C(C(CCC1)(C)C)C=CC(=CC=CC(=CC(=O)O)C)C. Drug 1: C1C(C(OC1N2C=NC3=C(N=C(N=C32)Cl)N)CO)O. Cell line: UACC-257. (4) Drug 1: C1=C(C(=O)NC(=O)N1)F. Drug 2: CC(C1=C(C=CC(=C1Cl)F)Cl)OC2=C(N=CC(=C2)C3=CN(N=C3)C4CCNCC4)N. Cell line: LOX IMVI. Synergy scores: CSS=38.9, Synergy_ZIP=-0.857, Synergy_Bliss=-0.795, Synergy_Loewe=1.07, Synergy_HSA=1.78. (5) Drug 1: CNC(=O)C1=CC=CC=C1SC2=CC3=C(C=C2)C(=NN3)C=CC4=CC=CC=N4. Drug 2: CC(CN1CC(=O)NC(=O)C1)N2CC(=O)NC(=O)C2. Cell line: HCC-2998. Synergy scores: CSS=2.04, Synergy_ZIP=-2.08, Synergy_Bliss=-6.73, Synergy_Loewe=-10.4, Synergy_HSA=-7.22.